Dataset: Catalyst prediction with 721,799 reactions and 888 catalyst types from USPTO. Task: Predict which catalyst facilitates the given reaction. (1) Reactant: [C:1]([C:4]1[CH:11]=[CH:10][C:7]([CH:8]=[O:9])=[CH:6][CH:5]=1)([OH:3])=O.[C:12]([O:16][C:17]([N:19]1[CH2:24][CH2:23][NH:22][CH2:21][CH2:20]1)=[O:18])([CH3:15])([CH3:14])[CH3:13].CCN=C=NCCCN(C)C.C1C=CC2N(O)N=NC=2C=1. The catalyst class is: 172. Product: [C:12]([O:16][C:17]([N:19]1[CH2:24][CH2:23][N:22]([C:1](=[O:3])[C:4]2[CH:11]=[CH:10][C:7]([CH:8]=[O:9])=[CH:6][CH:5]=2)[CH2:21][CH2:20]1)=[O:18])([CH3:15])([CH3:13])[CH3:14]. (2) Reactant: C([O:9][C:10]1[CH:11]=[C:12]([Cl:32])[C:13]([O:17][CH2:18][CH2:19][CH2:20][O:21][C:22]2[CH:27]=[CH:26][C:25]([C:28]([F:31])([F:30])[F:29])=[CH:24][N:23]=2)=[C:14]([I:16])[CH:15]=1)(=O)C1C=CC=CC=1.[OH-].[Na+].Cl. Product: [Cl:32][C:12]1[C:13]([O:17][CH2:18][CH2:19][CH2:20][O:21][C:22]2[CH:27]=[CH:26][C:25]([C:28]([F:31])([F:29])[F:30])=[CH:24][N:23]=2)=[C:14]([I:16])[CH:15]=[C:10]([OH:9])[CH:11]=1. The catalyst class is: 83. (3) Reactant: [N:1]1([S:6]([C:9]2[CH:16]=[CH:15][CH:14]=[CH:13][C:10]=2[C:11]#[N:12])(=[O:8])=[O:7])[CH2:5][CH2:4][CH2:3][CH2:2]1. Product: [N:1]1([S:6]([C:9]2[CH:16]=[CH:15][CH:14]=[CH:13][C:10]=2[CH2:11][NH2:12])(=[O:8])=[O:7])[CH2:2][CH2:3][CH2:4][CH2:5]1. The catalyst class is: 94. (4) Reactant: C(N(C(C)C)C(C)C)C.[F:10][C:11]1[CH:16]=[CH:15][C:14]([C:17]2[O:42][C:20]3=[N:21][C:22]([NH:36][CH2:37][C:38]([F:41])([F:40])[F:39])=[C:23]([C:25]4[CH:26]=[N:27][C:28]([O:34][CH3:35])=[C:29]([CH:33]=4)[C:30](O)=[O:31])[CH:24]=[C:19]3[C:18]=2[C:43](=[O:46])[NH:44][CH3:45])=[CH:13][CH:12]=1.CN(C(ON1N=NC2C=CC=NC1=2)=[N+](C)C)C.F[P-](F)(F)(F)(F)F.Cl.[O:72]1[CH:76]=[N:75][C:74]([C:77]([NH2:80])([CH3:79])[CH3:78])=[N:73]1. Product: [F:10][C:11]1[CH:12]=[CH:13][C:14]([C:17]2[O:42][C:20]3=[N:21][C:22]([NH:36][CH2:37][C:38]([F:40])([F:39])[F:41])=[C:23]([C:25]4[CH:33]=[C:29]([C:30]([NH:80][C:77]([C:74]5[N:75]=[CH:76][O:72][N:73]=5)([CH3:79])[CH3:78])=[O:31])[C:28]([O:34][CH3:35])=[N:27][CH:26]=4)[CH:24]=[C:19]3[C:18]=2[C:43](=[O:46])[NH:44][CH3:45])=[CH:15][CH:16]=1. The catalyst class is: 3.